This data is from NCI-60 drug combinations with 297,098 pairs across 59 cell lines. The task is: Regression. Given two drug SMILES strings and cell line genomic features, predict the synergy score measuring deviation from expected non-interaction effect. (1) Drug 1: CCC(=C(C1=CC=CC=C1)C2=CC=C(C=C2)OCCN(C)C)C3=CC=CC=C3.C(C(=O)O)C(CC(=O)O)(C(=O)O)O. Drug 2: C1=NC(=NC(=O)N1C2C(C(C(O2)CO)O)O)N. Cell line: MDA-MB-435. Synergy scores: CSS=-3.26, Synergy_ZIP=-2.91, Synergy_Bliss=-19.8, Synergy_Loewe=-36.6, Synergy_HSA=-23.0. (2) Drug 1: CC1CCC2CC(C(=CC=CC=CC(CC(C(=O)C(C(C(=CC(C(=O)CC(OC(=O)C3CCCCN3C(=O)C(=O)C1(O2)O)C(C)CC4CCC(C(C4)OC)OCCO)C)C)O)OC)C)C)C)OC. Drug 2: CC1CCCC2(C(O2)CC(NC(=O)CC(C(C(=O)C(C1O)C)(C)C)O)C(=CC3=CSC(=N3)C)C)C. Cell line: SK-MEL-5. Synergy scores: CSS=38.9, Synergy_ZIP=0.684, Synergy_Bliss=-2.50, Synergy_Loewe=0.562, Synergy_HSA=1.39.